This data is from Peptide-MHC class II binding affinity with 134,281 pairs from IEDB. The task is: Regression. Given a peptide amino acid sequence and an MHC pseudo amino acid sequence, predict their binding affinity value. This is MHC class II binding data. (1) The peptide sequence is LLVKYAAGDGNIVAV. The MHC is DRB1_0405 with pseudo-sequence DRB1_0405. The binding affinity (normalized) is 0.159. (2) The peptide sequence is SLMYFHKRDMRLLSL. The MHC is DRB4_0103 with pseudo-sequence DRB4_0103. The binding affinity (normalized) is 0.834. (3) The peptide sequence is IEVVWTNTPTKWDNS. The MHC is DRB5_0101 with pseudo-sequence DRB5_0101. The binding affinity (normalized) is 0.381. (4) The peptide sequence is TDAATLAQEAGNFER. The MHC is DRB1_0802 with pseudo-sequence DRB1_0802. The binding affinity (normalized) is 0.413. (5) The peptide sequence is KGMAALPRLIAFTSEHSHFS. The binding affinity (normalized) is 0.437. The MHC is DRB1_0403 with pseudo-sequence DRB1_0403. (6) The peptide sequence is GRYKDEKDVTDITVK. The MHC is HLA-DQA10104-DQB10503 with pseudo-sequence HLA-DQA10104-DQB10503. The binding affinity (normalized) is 0.192.